This data is from Full USPTO retrosynthesis dataset with 1.9M reactions from patents (1976-2016). The task is: Predict the reactants needed to synthesize the given product. (1) The reactants are: [C:1]([O:5][C:6](=[O:38])[CH2:7][CH:8]([NH:13][C:14]([CH:16]1[CH2:21][CH2:20][CH2:19][CH2:18][N:17]1[C:22]([N:24]1[C:37]2[CH:36]=[CH:35][CH:34]=[CH:33][C:32]=2[S:31][C:30]2[C:25]1=[CH:26][CH:27]=[CH:28][CH:29]=2)=[O:23])=[O:15])[CH:9]([OH:12])[CH2:10][F:11])([CH3:4])([CH3:3])[CH3:2].CC(OI1(OC(C)=O)(OC(C)=O)OC(=O)C2C1=CC=CC=2)=O.C(=O)([O-])O.[Na+].S([O-])([O-])(=O)=S.[Na+].[Na+]. Given the product [C:1]([O:5][C:6](=[O:38])[CH2:7][CH:8]([NH:13][C:14]([CH:16]1[CH2:21][CH2:20][CH2:19][CH2:18][N:17]1[C:22]([N:24]1[C:25]2[CH:26]=[CH:27][CH:28]=[CH:29][C:30]=2[S:31][C:32]2[C:37]1=[CH:36][CH:35]=[CH:34][CH:33]=2)=[O:23])=[O:15])[C:9](=[O:12])[CH2:10][F:11])([CH3:4])([CH3:2])[CH3:3], predict the reactants needed to synthesize it. (2) Given the product [Cl:39][C:36]1[CH:35]=[CH:34][C:33]([CH2:32][C@@H:2]([NH:1][C:63]([C:60]2[C:56]3[N:57]=[CH:58][N:59]=[C:54]([C:46]4[C:47]5[O:51][CH2:50][O:49][C:48]=5[CH:52]=[CH:53][C:45]=4[O:44][CH2:43][CH:40]4[CH2:42][CH2:41]4)[C:55]=3[NH:62][CH:61]=2)=[O:64])[C:3]([N:5]2[CH2:6][CH2:7][CH:8]([N:11]3[N:20]=[C:19]([C:21]4[CH:26]=[CH:25][C:24]([O:27][CH3:28])=[C:23]([O:29][CH3:30])[CH:22]=4)[C@@H:18]4[C@@H:13]([CH2:14][CH2:15][CH2:16][CH2:17]4)[C:12]3=[O:31])[CH2:9][CH2:10]2)=[O:4])=[CH:38][CH:37]=1, predict the reactants needed to synthesize it. The reactants are: [NH2:1][C@H:2]([CH2:32][C:33]1[CH:38]=[CH:37][C:36]([Cl:39])=[CH:35][CH:34]=1)[C:3]([N:5]1[CH2:10][CH2:9][CH:8]([N:11]2[N:20]=[C:19]([C:21]3[CH:26]=[CH:25][C:24]([O:27][CH3:28])=[C:23]([O:29][CH3:30])[CH:22]=3)[C@@H:18]3[C@@H:13]([CH2:14][CH2:15][CH2:16][CH2:17]3)[C:12]2=[O:31])[CH2:7][CH2:6]1)=[O:4].[CH:40]1([CH2:43][O:44][C:45]2[CH:53]=[CH:52][C:48]3[O:49][CH2:50][O:51][C:47]=3[C:46]=2[C:54]2[C:55]3[NH:62][CH:61]=[C:60]([C:63](O)=[O:64])[C:56]=3[N:57]=[CH:58][N:59]=2)[CH2:42][CH2:41]1.CCOC(C(C#N)=NOC(N1CCOCC1)=[N+](C)C)=O.F[P-](F)(F)(F)(F)F.CCN(C(C)C)C(C)C.C(=O)(O)[O-].[Na+].